Dataset: NCI-60 drug combinations with 297,098 pairs across 59 cell lines. Task: Regression. Given two drug SMILES strings and cell line genomic features, predict the synergy score measuring deviation from expected non-interaction effect. (1) Drug 1: CC(C1=C(C=CC(=C1Cl)F)Cl)OC2=C(N=CC(=C2)C3=CN(N=C3)C4CCNCC4)N. Drug 2: CCN(CC)CCNC(=O)C1=C(NC(=C1C)C=C2C3=C(C=CC(=C3)F)NC2=O)C. Cell line: UO-31. Synergy scores: CSS=7.54, Synergy_ZIP=-2.65, Synergy_Bliss=1.09, Synergy_Loewe=2.71, Synergy_HSA=2.91. (2) Drug 1: C1CC(C1)(C(=O)O)C(=O)O.[NH2-].[NH2-].[Pt+2]. Drug 2: CC(C)(C#N)C1=CC(=CC(=C1)CN2C=NC=N2)C(C)(C)C#N. Cell line: SF-295. Synergy scores: CSS=2.11, Synergy_ZIP=-1.11, Synergy_Bliss=4.75, Synergy_Loewe=-3.78, Synergy_HSA=-2.23. (3) Drug 1: C1CC(=O)NC(=O)C1N2CC3=C(C2=O)C=CC=C3N. Drug 2: CCCCCOC(=O)NC1=NC(=O)N(C=C1F)C2C(C(C(O2)C)O)O. Cell line: PC-3. Synergy scores: CSS=7.69, Synergy_ZIP=0.255, Synergy_Bliss=2.75, Synergy_Loewe=3.09, Synergy_HSA=3.14. (4) Cell line: DU-145. Drug 2: CC1=C(C=C(C=C1)C(=O)NC2=CC(=CC(=C2)C(F)(F)F)N3C=C(N=C3)C)NC4=NC=CC(=N4)C5=CN=CC=C5. Drug 1: CC1=C(C=C(C=C1)NC(=O)C2=CC=C(C=C2)CN3CCN(CC3)C)NC4=NC=CC(=N4)C5=CN=CC=C5. Synergy scores: CSS=-4.05, Synergy_ZIP=3.63, Synergy_Bliss=1.78, Synergy_Loewe=-5.75, Synergy_HSA=-5.36.